This data is from NCI-60 drug combinations with 297,098 pairs across 59 cell lines. The task is: Regression. Given two drug SMILES strings and cell line genomic features, predict the synergy score measuring deviation from expected non-interaction effect. (1) Drug 1: CCCCCOC(=O)NC1=NC(=O)N(C=C1F)C2C(C(C(O2)C)O)O. Drug 2: COCCOC1=C(C=C2C(=C1)C(=NC=N2)NC3=CC=CC(=C3)C#C)OCCOC.Cl. Cell line: HCT-15. Synergy scores: CSS=12.6, Synergy_ZIP=-0.845, Synergy_Bliss=-1.31, Synergy_Loewe=2.27, Synergy_HSA=1.88. (2) Drug 1: C1=CC=C(C=C1)NC(=O)CCCCCCC(=O)NO. Cell line: HCT-15. Synergy scores: CSS=6.81, Synergy_ZIP=0.230, Synergy_Bliss=3.97, Synergy_Loewe=-3.83, Synergy_HSA=-0.864. Drug 2: C(CC(=O)O)C(=O)CN.Cl. (3) Drug 1: C1=NC2=C(N=C(N=C2N1C3C(C(C(O3)CO)O)F)Cl)N. Drug 2: B(C(CC(C)C)NC(=O)C(CC1=CC=CC=C1)NC(=O)C2=NC=CN=C2)(O)O. Cell line: SW-620. Synergy scores: CSS=49.1, Synergy_ZIP=6.46, Synergy_Bliss=6.74, Synergy_Loewe=6.03, Synergy_HSA=7.23. (4) Drug 1: CC1=C(C=C(C=C1)C(=O)NC2=CC(=CC(=C2)C(F)(F)F)N3C=C(N=C3)C)NC4=NC=CC(=N4)C5=CN=CC=C5. Drug 2: C1C(C(OC1N2C=NC3=C2NC=NCC3O)CO)O. Cell line: SW-620. Synergy scores: CSS=-4.59, Synergy_ZIP=2.15, Synergy_Bliss=-0.939, Synergy_Loewe=-6.73, Synergy_HSA=-6.61. (5) Drug 1: C1CCN(CC1)CCOC2=CC=C(C=C2)C(=O)C3=C(SC4=C3C=CC(=C4)O)C5=CC=C(C=C5)O. Drug 2: CC(C)(C#N)C1=CC(=CC(=C1)CN2C=NC=N2)C(C)(C)C#N. Cell line: CCRF-CEM. Synergy scores: CSS=-10.3, Synergy_ZIP=5.91, Synergy_Bliss=-1.46, Synergy_Loewe=-8.55, Synergy_HSA=-10.8. (6) Drug 1: CC1C(C(CC(O1)OC2CC(CC3=C2C(=C4C(=C3O)C(=O)C5=CC=CC=C5C4=O)O)(C(=O)C)O)N)O. Drug 2: CC1C(C(CC(O1)OC2CC(CC3=C2C(=C4C(=C3O)C(=O)C5=C(C4=O)C(=CC=C5)OC)O)(C(=O)CO)O)N)O.Cl. Cell line: SR. Synergy scores: CSS=54.3, Synergy_ZIP=-9.73, Synergy_Bliss=-11.0, Synergy_Loewe=-1.84, Synergy_HSA=-0.582. (7) Drug 1: C1CN(CCN1C(=O)CCBr)C(=O)CCBr. Drug 2: C1CNP(=O)(OC1)N(CCCl)CCCl. Cell line: SW-620. Synergy scores: CSS=23.8, Synergy_ZIP=-4.10, Synergy_Bliss=0.765, Synergy_Loewe=-8.54, Synergy_HSA=-0.598.